This data is from Reaction yield outcomes from USPTO patents with 853,638 reactions. The task is: Predict the reaction yield, written as a fraction of the theoretical maximum amount of product (1.0 means a 100% yield; for example, 0.34 means a 34% yield). (1) The reactants are [N+:1]([C:4]1[C:5](=[O:15])[NH:6][C:7](=[O:14])[N:8]([CH2:11][CH2:12][CH3:13])[C:9]=1[CH3:10])([O-:3])=[O:2].[H-].[Na+].[CH3:18][O:19][C:20]1[CH:27]=[CH:26][C:23]([CH2:24]Cl)=[CH:22][CH:21]=1. The catalyst is CN(C)C=O. The product is [CH3:18][O:19][C:20]1[CH:27]=[CH:26][C:23]([CH2:24][N:6]2[C:5](=[O:15])[C:4]([N+:1]([O-:3])=[O:2])=[C:9]([CH3:10])[N:8]([CH2:11][CH2:12][CH3:13])[C:7]2=[O:14])=[CH:22][CH:21]=1. The yield is 0.720. (2) The reactants are [C:1]([N:8]1[CH2:13][CH2:12][CH2:11][CH:10]([CH:14]=O)[CH2:9]1)([O:3][C:4]([CH3:7])([CH3:6])[CH3:5])=[O:2].[CH3:16]OP(C=[N+]=[N-])(=O)OC.C([O-])([O-])=O.[K+].[K+]. The catalyst is CO. The product is [C:1]([N:8]1[CH2:13][CH2:12][CH2:11][CH:10]([C:14]#[CH:16])[CH2:9]1)([O:3][C:4]([CH3:7])([CH3:6])[CH3:5])=[O:2]. The yield is 1.00. (3) The reactants are [CH3:1][C:2]1[C:3]([C:13](OCC)=[O:14])=[N:4][CH:5]=[C:6]([C:8]([O:10][CH2:11][CH3:12])=[O:9])[CH:7]=1.[Cl-].[Ca+2].[Cl-].[BH4-].[Na+]. The catalyst is C1COCC1.CCO. The product is [OH:14][CH2:13][C:3]1[C:2]([CH3:1])=[CH:7][C:6]([C:8]([O:10][CH2:11][CH3:12])=[O:9])=[CH:5][N:4]=1. The yield is 0.740. (4) The reactants are [CH:1]1([CH2:4][O:5][C:6]2[CH:11]=[C:10]([O:12][CH2:13][CH2:14][O:15][CH3:16])[CH:9]=[CH:8][C:7]=2/[CH:17]=[CH:18]/[C:19]([O:21]CC)=[O:20])[CH2:3][CH2:2]1.[OH-].[Na+]. The catalyst is O1CCCC1.C(O)C. The product is [CH:1]1([CH2:4][O:5][C:6]2[CH:11]=[C:10]([O:12][CH2:13][CH2:14][O:15][CH3:16])[CH:9]=[CH:8][C:7]=2/[CH:17]=[CH:18]/[C:19]([OH:21])=[O:20])[CH2:3][CH2:2]1. The yield is 0.990. (5) The reactants are [F:1][C:2]1[C:3]([OH:17])=[CH:4][C:5]2[O:9][C:8]3[CH:10]=[CH:11][C:12]([C:14]#[N:15])=[CH:13][C:7]=3[C:6]=2[CH:16]=1.[Br:18]N1C(=O)CCC1=O. The catalyst is O1CCCC1. The product is [Br:18][C:4]1[C:5]2[O:9][C:8]3[CH:10]=[CH:11][C:12]([C:14]#[N:15])=[CH:13][C:7]=3[C:6]=2[CH:16]=[C:2]([F:1])[C:3]=1[OH:17]. The yield is 0.560. (6) The reactants are Cl.[N:2]1[CH:3]=[CH:4][N:5]2[CH:10]=[CH:9][N:8]=[C:7]([N:11]3[CH2:15][CH2:14][C@H:13]([NH2:16])[CH2:12]3)[C:6]=12.[F:17][C:18]1[CH:19]=[C:20]([N:24]2[CH:28]=[N:27][C:26]([C:29](O)=[O:30])=[N:25]2)[CH:21]=[CH:22][CH:23]=1.C(N(CC)C(C)C)C.CN(C(ON1N=NC2C=CC=NC1=2)=[N+](C)C)C.F[P-](F)(F)(F)(F)F. The catalyst is CN(C=O)C.C(OCC)(=O)C. The product is [F:17][C:18]1[CH:19]=[C:20]([N:24]2[CH:28]=[N:27][C:26]([C:29]([NH:16][C@H:13]3[CH2:14][CH2:15][N:11]([C:7]4[C:6]5[N:5]([CH:4]=[CH:3][N:2]=5)[CH:10]=[CH:9][N:8]=4)[CH2:12]3)=[O:30])=[N:25]2)[CH:21]=[CH:22][CH:23]=1. The yield is 0.750. (7) The reactants are [Cl:1][C:2]1[CH:3]=[CH:4][C:5]([OH:11])=[C:6]([C:8](=O)[CH3:9])[CH:7]=1.[CH3:12][S:13]([C:16]1[CH:17]=[C:18]([CH:23]=[CH:24][CH:25]=1)[C:19]([NH:21][NH2:22])=[O:20])(=[O:15])=[O:14]. The catalyst is CO.C(O)(=O)C. The product is [Cl:1][C:2]1[CH:3]=[CH:4][C:5]([OH:11])=[C:6](/[C:8](=[N:22]/[NH:21][C:19](=[O:20])[C:18]2[CH:23]=[CH:24][CH:25]=[C:16]([S:13]([CH3:12])(=[O:14])=[O:15])[CH:17]=2)/[CH3:9])[CH:7]=1. The yield is 0.634.